Dataset: Full USPTO retrosynthesis dataset with 1.9M reactions from patents (1976-2016). Task: Predict the reactants needed to synthesize the given product. Given the product [CH3:1][C:2]1[N:7]=[C:6]2[O:8][CH2:9][CH2:10][CH2:11][C:5]2=[N:4][C:3]=1[C:12]1[CH:16]=[C:15]2[N:17]=[C:18]([OH:25])[CH:19]=[C:20]([OH:21])[N:14]2[N:13]=1, predict the reactants needed to synthesize it. The reactants are: [CH3:1][C:2]1[N:7]=[C:6]2[O:8][CH2:9][CH2:10][CH2:11][C:5]2=[N:4][C:3]=1[C:12]1[CH:16]=[C:15]([NH:17][C:18](=[O:25])[CH2:19][C:20](OCC)=[O:21])[NH:14][N:13]=1.O.